This data is from Catalyst prediction with 721,799 reactions and 888 catalyst types from USPTO. The task is: Predict which catalyst facilitates the given reaction. (1) The catalyst class is: 9. Reactant: CN.[Br:3][C:4]1[CH:12]=[C:11]2[C:7]([CH2:8][C:9](=[O:13])[NH:10]2)=[CH:6][C:5]=1[C:14]([OH:16])=O.F[B-](F)(F)F.[N:22]1(OC(N(C)C)=[N+](C)C)[C:26]2C=CC=CC=2N=N1.O.ON1C2C=CC=CC=2N=N1.C(N(C(C)C)CC)(C)C.C(=O)(O)[O-].[Na+]. Product: [Br:3][C:4]1[CH:12]=[C:11]2[C:7]([CH2:8][C:9](=[O:13])[NH:10]2)=[CH:6][C:5]=1[C:14]([NH:22][CH3:26])=[O:16]. (2) Reactant: [C:1]([O:5][C:6](=[O:13])[CH:7]([CH:10]1[CH2:12][CH2:11]1)[CH2:8][NH2:9])([CH3:4])([CH3:3])[CH3:2].C[O:15][C:16]([C:18]1[N:19]=[C:20]([C:37]#[N:38])[C:21]2[C:26]([C:27]=1[OH:28])=[CH:25][CH:24]=[C:23]([O:29][C:30]1[CH:35]=[CH:34][C:33]([F:36])=[CH:32][CH:31]=1)[CH:22]=2)=O.C1CCN2C(=NCCC2)CC1. Product: [C:1]([O:5][C:6](=[O:13])[CH:7]([CH:10]1[CH2:12][CH2:11]1)[CH2:8][NH:9][C:16]([C:18]1[N:19]=[C:20]([C:37]#[N:38])[C:21]2[C:26]([C:27]=1[OH:28])=[CH:25][CH:24]=[C:23]([O:29][C:30]1[CH:35]=[CH:34][C:33]([F:36])=[CH:32][CH:31]=1)[CH:22]=2)=[O:15])([CH3:4])([CH3:2])[CH3:3]. The catalyst class is: 44. (3) Reactant: P(Br)(Br)[Br:2].[CH3:5][O:6][C:7]1[CH:12]=[CH:11][C:10]([N:13]2[C:17]([C:18]3[CH:23]=[CH:22][C:21]([CH3:24])=[CH:20][CH:19]=3)=[CH:16][C:15]([CH2:25]O)=[N:14]2)=[CH:9][CH:8]=1.[OH-].[Na+]. Product: [Br:2][CH2:25][C:15]1[CH:16]=[C:17]([C:18]2[CH:23]=[CH:22][C:21]([CH3:24])=[CH:20][CH:19]=2)[N:13]([C:10]2[CH:11]=[CH:12][C:7]([O:6][CH3:5])=[CH:8][CH:9]=2)[N:14]=1. The catalyst class is: 2. (4) Reactant: [C:9](O[C:9]([O:11][C:12]([CH3:15])([CH3:14])[CH3:13])=[O:10])([O:11][C:12]([CH3:15])([CH3:14])[CH3:13])=[O:10].[CH2:16]([N:23]1[C@@H:32]2[C@@H:27]([CH2:28][CH2:29][CH2:30][CH2:31]2)[NH:26][CH2:25][CH2:24]1)[C:17]1[CH:22]=[CH:21][CH:20]=[CH:19][CH:18]=1. Product: [CH2:16]([N:23]1[C@@H:32]2[C@@H:27]([CH2:28][CH2:29][CH2:30][CH2:31]2)[N:26]([C:9]([O:11][C:12]([CH3:13])([CH3:14])[CH3:15])=[O:10])[CH2:25][CH2:24]1)[C:17]1[CH:18]=[CH:19][CH:20]=[CH:21][CH:22]=1. The catalyst class is: 5. (5) Reactant: Cl.C(OC([N:9]([CH2:22][CH:23]1[CH2:28][CH2:27][N:26](C(OC(C)(C)C)=O)[CH2:25][CH2:24]1)[C@@H:10]1[CH2:12][C@H:11]1[C:13]1[CH:18]=[CH:17][C:16]([CH:19]2[CH2:21][CH2:20]2)=[CH:15][CH:14]=1)=O)(C)(C)C. Product: [CH:19]1([C:16]2[CH:15]=[CH:14][C:13]([C@@H:11]3[CH2:12][C@H:10]3[NH:9][CH2:22][CH:23]3[CH2:24][CH2:25][NH:26][CH2:27][CH2:28]3)=[CH:18][CH:17]=2)[CH2:20][CH2:21]1. The catalyst class is: 12. (6) Reactant: [CH2:1]([O:5][C:6]1[C:15]2[C:10](=[CH:11][CH:12]=[C:13]([C:16]3[S:17][C:18]([C:22]([O:24][CH2:25][CH3:26])=[O:23])=[C:19]([CH3:21])[N:20]=3)[CH:14]=2)[C:9](=[O:27])[N:8]([CH2:28][CH:29]([CH3:31])[CH3:30])[C:7]=1[CH2:32][NH:33][C:34]([O:36]CC1C2C=CC=CC=2C2C1=CC=CC=2)=[O:35])[CH2:2][CH2:3][CH3:4].N1CCCC1.O.C(OC(O[C:60]([CH3:63])([CH3:62])[CH3:61])=O)(O[C:60]([CH3:63])([CH3:62])[CH3:61])=O. Product: [CH2:1]([O:5][C:6]1[C:15]2[C:10](=[CH:11][CH:12]=[C:13]([C:16]3[S:17][C:18]([C:22]([O:24][CH2:25][CH3:26])=[O:23])=[C:19]([CH3:21])[N:20]=3)[CH:14]=2)[C:9](=[O:27])[N:8]([CH2:28][CH:29]([CH3:30])[CH3:31])[C:7]=1[CH2:32][NH:33][C:34]([O:36][C:60]([CH3:63])([CH3:62])[CH3:61])=[O:35])[CH2:2][CH2:3][CH3:4]. The catalyst class is: 348. (7) Reactant: [CH3:1][C:2]([O:5][C:6]([N:8]1[C@H:17]([C:18]([OH:20])=O)[CH2:16][C:15]2[C:10](=[CH:11][CH:12]=[CH:13][CH:14]=2)[CH2:9]1)=[O:7])([CH3:4])[CH3:3].CN(C(F)=[N+](C)C)C.F[P-](F)(F)(F)(F)F.[CH2:36]([NH:43][CH2:44][CH2:45][N:46]([CH3:48])[CH3:47])[C:37]1[CH:42]=[CH:41][CH:40]=[CH:39][CH:38]=1. Product: [C:2]([O:5][C:6]([N:8]1[CH:17]([C:18](=[O:20])[N:43]([CH2:36][C:37]2[CH:42]=[CH:41][CH:40]=[CH:39][CH:38]=2)[CH2:44][CH2:45][N:46]([CH3:48])[CH3:47])[CH2:16][C:15]2[C:10](=[CH:11][CH:12]=[CH:13][CH:14]=2)[CH2:9]1)=[O:7])([CH3:4])([CH3:3])[CH3:1]. The catalyst class is: 4.